From a dataset of Reaction yield outcomes from USPTO patents with 853,638 reactions. Predict the reaction yield, written as a fraction of the theoretical maximum amount of product (1.0 means a 100% yield; for example, 0.34 means a 34% yield). (1) The reactants are Br[C:2]1[CH:10]=[CH:9][CH:8]=[C:7]2[C:3]=1[CH:4]=[CH:5][N:6]2[C:11]1[CH:16]=[CH:15][N:14]=[C:13]([NH:17][CH:18]2[CH2:23][CH2:22][CH:21]([C:24]([N:26]3[CH2:31][CH2:30][CH:29]([OH:32])[CH2:28][CH2:27]3)=[O:25])[CH2:20][CH2:19]2)[N:12]=1.[S:33]1[CH:37]=[CH:36][C:35](B(O)O)=[CH:34]1.[C:41]([O-])([O-])=[O:42].[Na+].[Na+].C1(C)C=CC=CC=1. The catalyst is O.C1C=CC([P]([Pd]([P](C2C=CC=CC=2)(C2C=CC=CC=2)C2C=CC=CC=2)([P](C2C=CC=CC=2)(C2C=CC=CC=2)C2C=CC=CC=2)[P](C2C=CC=CC=2)(C2C=CC=CC=2)C2C=CC=CC=2)(C2C=CC=CC=2)C2C=CC=CC=2)=CC=1.CCO. The product is [NH4+:6].[OH-:25].[CH3:41][OH:42].[OH:32][CH:29]1[CH2:28][CH2:27][N:26]([C:24]([CH:21]2[CH2:20][CH2:19][CH:18]([NH:17][C:13]3[N:12]=[C:11]([N:6]4[C:7]5[C:3](=[C:2]([C:35]6[CH:36]=[CH:37][S:33][CH:34]=6)[CH:10]=[CH:9][CH:8]=5)[CH:4]=[CH:5]4)[CH:16]=[CH:15][N:14]=3)[CH2:23][CH2:22]2)=[O:25])[CH2:31][CH2:30]1. The yield is 0.0100. (2) The reactants are CC1C=CC2C(=CC=CC=2N2CCN(CCC3C=C(C=CC=3)N)CC2)N=1.[Cl:27]CCN=C=O.[CH3:33][C:34]1[CH:43]=[CH:42][C:41]2[C:36](=[CH:37][CH:38]=[CH:39][C:40]=2[N:44]2[CH2:49][CH2:48][N:47]([CH2:50][CH2:51][C:52]3[CH:53]=[C:54]([N:58]4[CH2:62][CH2:61][NH:60][C:59]4=[O:63])[CH:55]=[CH:56][CH:57]=3)[CH2:46][CH2:45]2)[N:35]=1. No catalyst specified. The product is [ClH:27].[ClH:27].[CH3:33][C:34]1[CH:43]=[CH:42][C:41]2[C:36](=[CH:37][CH:38]=[CH:39][C:40]=2[N:44]2[CH2:49][CH2:48][N:47]([CH2:50][CH2:51][C:52]3[CH:53]=[C:54]([N:58]4[CH2:62][CH2:61][NH:60][C:59]4=[O:63])[CH:55]=[CH:56][CH:57]=3)[CH2:46][CH2:45]2)[N:35]=1. The yield is 0.220. (3) The reactants are Cl.C(N[C:5]1[C:6]2[CH:14]=[CH:13][CH:12]=[CH:11][C:7]=2[S:8][C:9]=1[CH3:10])C.Cl[C:16]([O:18][CH3:19])=[O:17].[CH3:20][CH2:21][N:22](CC)CC.O. The catalyst is C(Cl)Cl. The product is [CH3:10][C:9]1[S:8][C:7]2[CH:11]=[CH:12][CH:13]=[CH:14][C:6]=2[C:5]=1[CH2:20][CH2:21][NH:22][C:16](=[O:17])[O:18][CH3:19]. The yield is 0.790.